This data is from Catalyst prediction with 721,799 reactions and 888 catalyst types from USPTO. The task is: Predict which catalyst facilitates the given reaction. (1) Reactant: [Cl:1][C:2]1[CH:7]=[CH:6][C:5]([CH:8]2[CH:12]([C:13]3[CH:18]=[CH:17][C:16]([Cl:19])=[CH:15][CH:14]=3)[NH:11][C:10]([C:20]3[CH:21]=[C:22]([CH:30]=[CH:31][C:32]=3[O:33][CH3:34])[CH2:23][N:24]3[CH2:29][CH2:28][O:27][CH2:26][CH2:25]3)=[N:9]2)=[CH:4][CH:3]=1.C(N(CC)CC)C.[C:42](Cl)(=[O:46])[CH:43]([CH3:45])[CH3:44]. Product: [Cl:1][C:2]1[CH:7]=[CH:6][C:5]([CH:8]2[CH:12]([C:13]3[CH:14]=[CH:15][C:16]([Cl:19])=[CH:17][CH:18]=3)[N:11]([C:42](=[O:46])[CH:43]([CH3:45])[CH3:44])[C:10]([C:20]3[CH:21]=[C:22]([CH2:23][N:24]4[CH2:29][CH2:28][O:27][CH2:26][CH2:25]4)[CH:30]=[CH:31][C:32]=3[O:33][CH3:34])=[N:9]2)=[CH:4][CH:3]=1. The catalyst class is: 2. (2) Reactant: [CH3:1][O:2][CH2:3][C@@H:4]([O:6][C:7]1[CH:8]=[C:9]([C:24]2[NH:28][C:27]([C:29]3[O:30][CH2:31][C@@H:32]([C@H:34]([OH:36])[CH3:35])[N:33]=3)=[CH:26][CH:25]=2)[CH:10]=[C:11]([O:13][Si](C(C)C)(C(C)C)C(C)C)[CH:12]=1)[CH3:5].[F-].C([N+](CCCC)(CCCC)CCCC)CCC.[Cl-].[NH4+]. Product: [OH:36][C@@H:34]([C@@H:32]1[CH2:31][O:30][C:29]([C:27]2[NH:28][C:24]([C:9]3[CH:10]=[C:11]([OH:13])[CH:12]=[C:7]([O:6][C@@H:4]([CH3:5])[CH2:3][O:2][CH3:1])[CH:8]=3)=[CH:25][CH:26]=2)=[N:33]1)[CH3:35]. The catalyst class is: 7.